From a dataset of Forward reaction prediction with 1.9M reactions from USPTO patents (1976-2016). Predict the product of the given reaction. Given the reactants [C:1]([C:3]1[C:4]([SH:11])=[N:5][C:6]([CH3:10])=[CH:7][C:8]=1[CH3:9])#[N:2].[OH:12]S(O)(=O)=O, predict the reaction product. The product is: [CH3:9][C:8]1[CH:7]=[C:6]([CH3:10])[N:5]=[C:4]2[S:11][N:2]=[C:1]([OH:12])[C:3]=12.